From a dataset of Peptide-MHC class II binding affinity with 134,281 pairs from IEDB. Regression. Given a peptide amino acid sequence and an MHC pseudo amino acid sequence, predict their binding affinity value. This is MHC class II binding data. The peptide sequence is YDKDLANVSTVLTGK. The MHC is DRB1_0701 with pseudo-sequence DRB1_0701. The binding affinity (normalized) is 0.435.